From a dataset of Reaction yield outcomes from USPTO patents with 853,638 reactions. Predict the reaction yield, written as a fraction of the theoretical maximum amount of product (1.0 means a 100% yield; for example, 0.34 means a 34% yield). (1) The reactants are [CH2:1]([O:8][C:9]([N:11]1[CH2:15][CH2:14][CH2:13][CH:12]1[CH2:16][C:17]1[C:21]2[CH:22]=[CH:23][CH:24]=[CH:25][C:20]=2[O:19][C:18]=1Br)=[O:10])[C:2]1[CH:7]=[CH:6][CH:5]=[CH:4][CH:3]=1.[C:27]([O:31][CH2:32][CH3:33])(=[O:30])[CH:28]=[CH2:29].C([O-])(O)=O.[Na+]. The catalyst is [Cl-].C([N+](CCCC)(CCCC)CCCC)CCC.CN(C=O)C.C(OCC)C.CC([O-])=O.CC([O-])=O.[Pd+2]. The product is [CH2:1]([O:8][C:9]([N:11]1[CH2:15][CH2:14][CH2:13][CH:12]1[CH2:16][C:17]1[C:21]2[CH:22]=[CH:23][CH:24]=[CH:25][C:20]=2[O:19][C:18]=1[CH:29]=[CH:28][C:27]([O:31][CH2:32][CH3:33])=[O:30])=[O:10])[C:2]1[CH:7]=[CH:6][CH:5]=[CH:4][CH:3]=1. The yield is 0.700. (2) The reactants are C(O[C:4]([CH:6]1[CH2:11][CH2:10][N:9]([C:12]([O:14][C:15]([CH3:18])([CH3:17])[CH3:16])=[O:13])[CH2:8][CH2:7]1)=[O:5])C.[C:19]([O:22][CH2:23][CH3:24])(=[O:21])[CH3:20].CC(C)([O-])C.[K+].O. The catalyst is CN(C=O)C. The product is [C:15]([O:14][C:12]([N:9]1[CH2:8][CH2:7][CH:6]([C:4](=[O:5])[CH2:20][C:19]([O:22][CH2:23][CH3:24])=[O:21])[CH2:11][CH2:10]1)=[O:13])([CH3:16])([CH3:17])[CH3:18]. The yield is 0.470. (3) The reactants are [CH2:1]([N:3]1[C:11]2[C:6](=[CH:7][C:8]([C:12](=O)[CH2:13][C:14]([O:16]CC)=O)=[CH:9][CH:10]=2)[CH:5]=[N:4]1)[CH3:2].CC1C=CC(S(O)(=O)=O)=CC=1.[NH2:31][C:32]1[NH:36][N:35]=[CH:34][C:33]=1[C:37]#[N:38]. The catalyst is CCCCO. The product is [CH2:1]([N:3]1[C:11]2[C:6](=[CH:7][C:8]([C:12]3[NH:31][C:32]4[N:36]([N:35]=[CH:34][C:33]=4[C:37]#[N:38])[C:14](=[O:16])[CH:13]=3)=[CH:9][CH:10]=2)[CH:5]=[N:4]1)[CH3:2]. The yield is 0.520. (4) The catalyst is O1CCCC1.O.CO. The product is [CH2:18]([O:17][C:14]1[CH:13]=[CH:12][C:11]([CH:4]([CH2:5][CH:6]2[CH2:10][CH2:9][CH2:8][CH2:7]2)[C:3]([OH:25])=[O:2])=[CH:16][CH:15]=1)[C:19]1[CH:20]=[CH:21][CH:22]=[CH:23][CH:24]=1. The reactants are C[O:2][C:3](=[O:25])[CH:4]([C:11]1[CH:16]=[CH:15][C:14]([O:17][CH2:18][C:19]2[CH:24]=[CH:23][CH:22]=[CH:21][CH:20]=2)=[CH:13][CH:12]=1)[CH2:5][CH:6]1[CH2:10][CH2:9][CH2:8][CH2:7]1.[OH-].[Na+].O. The yield is 0.602. (5) The reactants are [F:1][C:2]1[CH:3]=[C:4]([CH:18]=[CH:19][C:20]=1[CH3:21])[O:5][C:6]1[CH:7]=[CH:8][C:9]2[N:13]=[C:12]([CH2:14][OH:15])[N:11]([CH3:16])[C:10]=2[CH:17]=1.O[C:23]1[CH:24]=[C:25]([CH:30]=[CH:31][CH:32]=1)[C:26]([O:28][CH3:29])=[O:27].C(P(CCCC)CCCC)CCC.N(C(N1CCCCC1)=O)=NC(N1CCCCC1)=O. The catalyst is ClCCl. The product is [F:1][C:2]1[CH:3]=[C:4]([CH:18]=[CH:19][C:20]=1[CH3:21])[O:5][C:6]1[CH:7]=[CH:8][C:9]2[N:13]=[C:12]([CH2:14][O:15][C:23]3[CH:24]=[C:25]([CH:30]=[CH:31][CH:32]=3)[C:26]([O:28][CH3:29])=[O:27])[N:11]([CH3:16])[C:10]=2[CH:17]=1. The yield is 0.820. (6) The reactants are [NH2:1][C:2]1[CH:7]=[CH:6][C:5]([CH2:8][CH2:9][CH3:10])=[CH:4][N:3]=1.[CH2:11]([Mg]Cl)CCC. No catalyst specified. The product is [NH2:1][C:2]1[CH:7]=[CH:6][C:5]([CH2:8][CH2:9][CH2:10][CH3:11])=[CH:4][N:3]=1. The yield is 0.450.